This data is from Forward reaction prediction with 1.9M reactions from USPTO patents (1976-2016). The task is: Predict the product of the given reaction. (1) Given the reactants CN(C)C[CH2:4][OH:5].[Li][CH2:8][CH2:9][CH2:10][CH3:11].[CH3:12][NH:13][CH3:14].[N:15]1[CH:20]=[CH:19][CH:18]=[CH:17][CH:16]=1.C[Si](C)(C)[O:23][C:24]1[CH:31]=[CH:30][C:27]([CH:28]=O)=[CH:26][CH:25]=1.[Na+].[I-].[CH3:36][Si]([Cl:40])(C)C.[CH3:41][C:42]#[N:43], predict the reaction product. The product is: [CH3:12][N:13]([CH3:14])[C:18]1[CH:19]=[CH:20][N:15]=[C:16]([CH2:28][C:27]2[CH:30]=[CH:31][C:24]([O:23][C:4](=[O:5])[N:43]([CH3:36])[C:42]3[CH:11]=[CH:10][CH:9]=[CH:8][CH:41]=3)=[CH:25][CH:26]=2)[CH:17]=1.[ClH:40]. (2) Given the reactants [Cl:1][C:2]1[N:6]2[N:7]=[C:8]([CH:20]([CH3:22])[CH3:21])[C:9]([CH2:18][OH:19])=[C:10]([C:11]3[CH:16]=[CH:15][C:14]([F:17])=[CH:13][CH:12]=3)[C:5]2=[CH:4][CH:3]=1.[H-].[Na+].[C:25](OCCBr)(=[O:27])[CH3:26], predict the reaction product. The product is: [C:25]([O:19][CH2:18][C:9]1[C:8]([CH:20]([CH3:22])[CH3:21])=[N:7][N:6]2[C:2]([Cl:1])=[CH:3][CH:4]=[C:5]2[C:10]=1[C:11]1[CH:12]=[CH:13][C:14]([F:17])=[CH:15][CH:16]=1)(=[O:27])[CH3:26]. (3) Given the reactants O[C:2]1[CH:7]=[CH:6][CH:5]=[CH:4][C:3]=1[NH:8][C:9]([C:11]1[CH:16]=[C:15]([NH2:17])[C:14]([Cl:18])=[C:13]([Cl:19])[N:12]=1)=[O:10].C1(C)C=CC(S(O)(=O)=O)=CC=1, predict the reaction product. The product is: [NH2:17][C:15]1[CH:16]=[C:11]([C:9]2[O:10][C:2]3[CH:7]=[CH:6][CH:5]=[CH:4][C:3]=3[N:8]=2)[N:12]=[C:13]([Cl:19])[C:14]=1[Cl:18]. (4) Given the reactants [CH3:1][C:2]1[NH:3][C:4]2[C:9]([C:10]=1[CH3:11])=[CH:8][C:7]([C:12]([O:14][CH2:15][CH3:16])=[O:13])=[CH:6][CH:5]=2.[S:17]1[CH:21]=[CH:20][C:19]([CH2:22]O)=[CH:18]1, predict the reaction product. The product is: [CH3:1][C:2]1[N:3]([CH2:22][C:19]2[CH:20]=[CH:21][S:17][CH:18]=2)[C:4]2[C:9]([C:10]=1[CH3:11])=[CH:8][C:7]([C:12]([O:14][CH2:15][CH3:16])=[O:13])=[CH:6][CH:5]=2. (5) Given the reactants [O-:1][N+:2]1[C:7]2[CH:8]=[CH:9][CH:10]=[CH:11][C:6]=2[N:5]=[C:4]([N:12]2[CH2:17][CH2:16][CH:15]([CH2:18][C:19](O)=[O:20])[CH2:14][CH2:13]2)[N:3]=1.[NH2:22][C:23]1[S:24][CH:25]=[CH:26][C:27]=1[C:28]([O:30][CH3:31])=[O:29], predict the reaction product. The product is: [O-:1][N+:2]1[C:7]2[CH:8]=[CH:9][CH:10]=[CH:11][C:6]=2[N:5]=[C:4]([N:12]2[CH2:13][CH2:14][CH:15]([CH2:18][C:19]([NH:22][C:23]3[S:24][CH:25]=[CH:26][C:27]=3[C:28]([O:30][CH3:31])=[O:29])=[O:20])[CH2:16][CH2:17]2)[N:3]=1. (6) Given the reactants N(C(OC(C)C)=O)=NC(OC(C)C)=O.[C:15]([N:34]1[CH:38]=[CH:37][N:36]=[C:35]1[CH2:39][CH2:40][OH:41])([C:28]1[CH:33]=[CH:32][CH:31]=[CH:30][CH:29]=1)([C:22]1[CH:27]=[CH:26][CH:25]=[CH:24][CH:23]=1)[C:16]1[CH:21]=[CH:20][CH:19]=[CH:18][CH:17]=1.O[C:43]1[C:44]([I:53])=[N:45][CH:46]=[C:47]([CH:52]=1)[C:48]([O:50][CH3:51])=[O:49].C1(P(C2C=CC=CC=2)C2C=CC=CC=2)C=CC=CC=1.O1CCCC1, predict the reaction product. The product is: [I:53][C:44]1[C:43]([O:41][CH2:40][CH2:39][C:35]2[N:34]([C:15]([C:28]3[CH:29]=[CH:30][CH:31]=[CH:32][CH:33]=3)([C:22]3[CH:23]=[CH:24][CH:25]=[CH:26][CH:27]=3)[C:16]3[CH:21]=[CH:20][CH:19]=[CH:18][CH:17]=3)[CH:38]=[CH:37][N:36]=2)=[CH:52][C:47]([C:48]([O:50][CH3:51])=[O:49])=[CH:46][N:45]=1.